Dataset: Full USPTO retrosynthesis dataset with 1.9M reactions from patents (1976-2016). Task: Predict the reactants needed to synthesize the given product. (1) Given the product [ClH:45].[CH2:30]([NH:29][C:27]([NH:26][C:21]1[CH:22]=[CH:23][CH:24]=[C:25]2[C:20]=1[CH:19]=[CH:18][C:17](=[O:32])[N:16]2[CH2:15][CH2:14][N:11]1[CH2:12][CH2:13][CH:8]([NH:7][CH2:33][C:34]2[CH:43]=[CH:42][C:37]3[O:38][CH2:39][CH2:40][O:41][C:36]=3[CH:35]=2)[CH2:9][CH2:10]1)=[O:28])[CH3:31], predict the reactants needed to synthesize it. The reactants are: C(OC(=O)[N:7]([CH2:33][C:34]1[CH:43]=[CH:42][C:37]2[O:38][CH2:39][CH2:40][O:41][C:36]=2[CH:35]=1)[CH:8]1[CH2:13][CH2:12][N:11]([CH2:14][CH2:15][N:16]2[C:25]3[C:20](=[C:21]([NH:26][C:27]([NH:29][CH2:30][CH3:31])=[O:28])[CH:22]=[CH:23][CH:24]=3)[CH:19]=[CH:18][C:17]2=[O:32])[CH2:10][CH2:9]1)(C)(C)C.[ClH:45].O1CCOCC1. (2) Given the product [CH3:18][O:19][C:20]1[CH:16]=[CH:17][C:25]([O:26][CH3:27])=[CH:24][C:23]=1[NH:14][CH2:12][CH3:11], predict the reactants needed to synthesize it. The reactants are: COC1C=CC(OC)=CC=1[CH2:11][C:12]([NH2:14])=O.B.[CH2:16]1[CH2:20][O:19][CH2:18][CH2:17]1.CO.[CH2:23]1[CH2:27][O:26][CH2:25][CH2:24]1.